Dataset: Forward reaction prediction with 1.9M reactions from USPTO patents (1976-2016). Task: Predict the product of the given reaction. (1) Given the reactants C(OC(=O)[NH:7][CH:8]1[CH2:13][CH2:12][CH2:11][CH2:10][CH:9]1[C:14]1([OH:37])[CH2:17][N:16]([C:18](=[O:36])[C:19]2[CH:24]=[CH:23][C:22]([F:25])=[C:21]([F:26])[C:20]=2[NH:27][C:28]2[CH:33]=[CH:32][C:31]([I:34])=[CH:30][C:29]=2[F:35])[CH2:15]1)(C)(C)C.[ClH:39], predict the reaction product. The product is: [NH2:7][CH:8]1[CH2:13][CH2:12][CH2:11][CH2:10][CH:9]1[C:14]1([OH:37])[CH2:17][N:16]([C:18]([C:19]2[CH:24]=[CH:23][C:22]([F:25])=[C:21]([F:26])[C:20]=2[NH:27][C:28]2[CH:33]=[CH:32][C:31]([I:34])=[CH:30][C:29]=2[F:35])=[O:36])[CH2:15]1.[ClH:39].[NH2:7][CH:8]1[CH2:13][CH2:12][CH2:11][CH2:10][CH:9]1[C:14]1([OH:37])[CH2:17][N:16]([C:18]([C:19]2[CH:24]=[CH:23][C:22]([F:25])=[C:21]([F:26])[C:20]=2[NH:27][C:28]2[CH:33]=[CH:32][C:31]([I:34])=[CH:30][C:29]=2[F:35])=[O:36])[CH2:15]1. (2) Given the reactants [F:1][C:2]([F:9])([F:8])[CH2:3][CH2:4][C:5](Cl)=[O:6].Cl.[CH3:11][O:12][NH:13][CH3:14].N1C=CC=CC=1, predict the reaction product. The product is: [F:1][C:2]([F:9])([F:8])[CH2:3][CH2:4][C:5]([N:13]([O:12][CH3:11])[CH3:14])=[O:6]. (3) Given the reactants [Cl:1][C:2]1[CH:8]=[CH:7][C:6]([O:9][CH3:10])=[CH:5][C:3]=1[NH2:4].[C:11](OC(=O)C)(=[O:13])[CH3:12], predict the reaction product. The product is: [Cl:1][C:2]1[CH:8]=[CH:7][C:6]([O:9][CH3:10])=[CH:5][C:3]=1[NH:4][C:11](=[O:13])[CH3:12]. (4) The product is: [CH:22]([N:20]1[C:19](=[O:25])[CH:18]=[CH:17][C:16]([C:6]2[C:7]([C:10]3[CH:15]=[CH:14][CH:13]=[CH:12][CH:11]=3)=[N:8][CH:9]=[C:4]([C:1]3[NH:40][N:30]=[CH:32][CH:2]=3)[CH:5]=2)=[N:21]1)([CH3:24])[CH3:23]. Given the reactants [C:1]([C:4]1[CH:5]=[C:6]([C:16]2[CH:17]=[CH:18][C:19](=[O:25])[N:20]([CH:22]([CH3:24])[CH3:23])[N:21]=2)[C:7]([C:10]2[CH:15]=[CH:14][CH:13]=[CH:12][CH:11]=2)=[N:8][CH:9]=1)(=O)[CH3:2].COOC(OOC)[N:30]([CH3:32])C.CCO.O.[NH2:40]N, predict the reaction product. (5) Given the reactants Cl.[CH3:2][C:3]1([CH3:27])[CH2:12][CH2:11][C:10]([CH3:14])([CH3:13])[C:9]2[CH:8]=[C:7]([C:15]3[N:16]=[C:17]([N:20]4[CH2:25][CH2:24][CH:23]([NH2:26])[CH2:22][CH2:21]4)[S:18][CH:19]=3)[CH:6]=[CH:5][C:4]1=2.C([O:31][CH2:32][CH2:33][CH2:34][CH2:35]Br)(=O)C.[OH-].[Na+], predict the reaction product. The product is: [CH3:2][C:3]1([CH3:27])[CH2:12][CH2:11][C:10]([CH3:13])([CH3:14])[C:9]2[CH:8]=[C:7]([C:15]3[N:16]=[C:17]([N:20]4[CH2:25][CH2:24][CH:23]([NH:26][CH2:35][CH2:34][CH2:33][CH2:32][OH:31])[CH2:22][CH2:21]4)[S:18][CH:19]=3)[CH:6]=[CH:5][C:4]1=2. (6) Given the reactants [CH:1]1([CH2:4][CH2:5][NH:6][C:7]([C:9]2[N:10]=[N:11][C:12](Cl)=[CH:13][CH:14]=2)=[O:8])[CH2:3][CH2:2]1.[CH:16]12[CH:21]([N:22]([CH2:30][C:31]3[CH:36]=[CH:35][CH:34]=[CH:33][CH:32]=3)[CH2:23][C:24]3[CH:29]=[CH:28][CH:27]=[CH:26][CH:25]=3)[CH:20]1[CH2:19][NH:18][CH2:17]2.N12CCCN=C1CCCCC2, predict the reaction product. The product is: [CH:1]1([CH2:4][CH2:5][NH:6][C:7]([C:9]2[N:10]=[N:11][C:12]([N:18]3[CH2:19][CH:20]4[CH:16]([CH:21]4[NH2:22])[CH2:17]3)=[CH:13][CH:14]=2)=[O:8])[CH2:3][CH2:2]1.[CH:1]1([CH2:4][CH2:5][NH:6][C:7]([C:9]2[N:10]=[N:11][C:12]([N:18]3[CH2:17][CH:16]4[CH:20]([CH:21]4[N:22]([CH2:23][C:24]4[CH:29]=[CH:28][CH:27]=[CH:26][CH:25]=4)[CH2:30][C:31]4[CH:36]=[CH:35][CH:34]=[CH:33][CH:32]=4)[CH2:19]3)=[CH:13][CH:14]=2)=[O:8])[CH2:3][CH2:2]1. (7) Given the reactants [C:1]([O:4][CH2:5][C:6](=[N:12][OH:13])[CH2:7][O:8][C:9](=[O:11])[CH3:10])(=[O:3])[CH3:2].[C:14]([O-:17])(=[O:16])[CH3:15].[C:14]([O-:17])(=[O:16])[CH3:15].[C:14]([O-:17])(=[O:16])[CH3:15].[C:14]([O-:17])(=[O:16])[CH3:15].[Pb+4], predict the reaction product. The product is: [C:9]([O:8][CH2:7][C:6]([O:17][C:14](=[O:16])[CH3:15])([N:12]=[O:13])[CH2:5][O:4][C:1](=[O:3])[CH3:2])(=[O:11])[CH3:10]. (8) The product is: [Cl:24][C:25]1[CH:26]=[C:27]([CH:30]=[C:31]([Cl:33])[CH:32]=1)[CH2:28][NH:29][C:21]([C:14]1([C:11]2[CH:10]=[CH:9][C:8]([I:7])=[CH:13][CH:12]=2)[CH2:15][CH2:16][N:17]([CH3:20])[CH2:18][CH2:19]1)=[O:23]. Given the reactants N1C=CC=CC=1.[I:7][C:8]1[CH:13]=[CH:12][C:11]([C:14]2([C:21]([OH:23])=O)[CH2:19][CH2:18][N:17]([CH3:20])[CH2:16][CH2:15]2)=[CH:10][CH:9]=1.[Cl:24][C:25]1[CH:26]=[C:27]([CH:30]=[C:31]([Cl:33])[CH:32]=1)[CH2:28][NH2:29].CC(C)N=C=NC(C)C, predict the reaction product. (9) Given the reactants [F:1][C:2]([F:17])([F:16])[C:3]1[N:8]=[N:7][C:6]([C:9]2[CH:14]=[CH:13][NH:12][C:11](=[O:15])[CH:10]=2)=[CH:5][CH:4]=1.Br[C:19]1[CH:20]=[CH:21][C:22]2[C:23]3[CH2:32][N:31]([C:33]([O:35][C:36]([CH3:39])([CH3:38])[CH3:37])=[O:34])[CH2:30][CH2:29][C:24]=3[N:25]([CH3:28])[C:26]=2[CH:27]=1, predict the reaction product. The product is: [CH3:28][N:25]1[C:26]2[CH:27]=[C:19]([N:12]3[CH:13]=[CH:14][C:9]([C:6]4[N:7]=[N:8][C:3]([C:2]([F:1])([F:16])[F:17])=[CH:4][CH:5]=4)=[CH:10][C:11]3=[O:15])[CH:20]=[CH:21][C:22]=2[C:23]2[CH2:32][N:31]([C:33]([O:35][C:36]([CH3:39])([CH3:38])[CH3:37])=[O:34])[CH2:30][CH2:29][C:24]1=2. (10) Given the reactants [C:1]([C:3]1[CH:33]=[CH:32][C:6]([O:7][C:8]2[CH:9]=[C:10]([CH:20]=[C:21]([O:23][C:24]3[CH:29]=[CH:28][C:27]([C:30]#[N:31])=[CH:26][CH:25]=3)[CH:22]=2)[C:11]([NH:13][CH:14]2[CH2:19][CH2:18][NH:17][CH2:16][CH2:15]2)=[O:12])=[CH:5][CH:4]=1)#[N:2].Br[CH2:35][CH2:36][OH:37], predict the reaction product. The product is: [C:1]([C:3]1[CH:4]=[CH:5][C:6]([O:7][C:8]2[CH:9]=[C:10]([CH:20]=[C:21]([O:23][C:24]3[CH:25]=[CH:26][C:27]([C:30]#[N:31])=[CH:28][CH:29]=3)[CH:22]=2)[C:11]([NH:13][CH:14]2[CH2:15][CH2:16][N:17]([CH2:35][CH2:36][OH:37])[CH2:18][CH2:19]2)=[O:12])=[CH:32][CH:33]=1)#[N:2].